This data is from Peptide-MHC class I binding affinity with 185,985 pairs from IEDB/IMGT. The task is: Regression. Given a peptide amino acid sequence and an MHC pseudo amino acid sequence, predict their binding affinity value. This is MHC class I binding data. (1) The peptide sequence is RMYGISPWT. The MHC is HLA-A31:01 with pseudo-sequence HLA-A31:01. The binding affinity (normalized) is 0.0847. (2) The peptide sequence is KLNKMTVEL. The MHC is HLA-A32:01 with pseudo-sequence HLA-A32:01. The binding affinity (normalized) is 0.952. (3) The peptide sequence is YTKIVTNIL. The MHC is HLA-A26:01 with pseudo-sequence HLA-A26:01. The binding affinity (normalized) is 0.213. (4) The peptide sequence is EMKTDAATLAQ. The MHC is HLA-A03:01 with pseudo-sequence HLA-A03:01. The binding affinity (normalized) is 0.0991. (5) The peptide sequence is RLHSNTILK. The MHC is HLA-B15:03 with pseudo-sequence HLA-B15:03. The binding affinity (normalized) is 0.163.